This data is from Full USPTO retrosynthesis dataset with 1.9M reactions from patents (1976-2016). The task is: Predict the reactants needed to synthesize the given product. (1) Given the product [CH3:27][C:28]1[C:43]([CH3:44])=[C:42]([CH3:51])[C:41]([CH3:46])=[C:24]([CH3:25])[C:23]=1[O:22][CH:14]([C:11]1[CH:10]=[CH:9][C:8]([C:7]([NH:6][CH2:5][CH2:4][C:3]([OH:2])=[O:39])=[O:38])=[CH:13][CH:12]=1)[CH2:15][CH2:16][CH2:17][C:18]([F:19])([F:21])[F:20], predict the reactants needed to synthesize it. The reactants are: C[O:2][C:3](=[O:39])[CH2:4][CH2:5][NH:6][C:7](=[O:38])[C:8]1[CH:13]=[CH:12][C:11]([CH:14]([O:22][C:23]2[CH:28]=[CH:27]C(B3OC(C)(C)C(C)(C)O3)=[CH:25][CH:24]=2)[CH2:15][CH2:16][CH2:17][C:18]([F:21])([F:20])[F:19])=[CH:10][CH:9]=1.Br[C:41]1[C:46](C)=C(C)[C:44](C)=[C:43](C)[C:42]=1[CH3:51]. (2) Given the product [Br:25][CH2:1][CH2:2][O:5][C:6](=[O:8])[NH:20][C:19]1[CH:21]=[CH:22][CH:23]=[CH:24][C:18]=1[O:17][CH3:16], predict the reactants needed to synthesize it. The reactants are: [CH3:1][C:2]([O:5][C:6]([O:8]C(OC(C)(C)C)=O)=O)(C)C.[CH3:16][O:17][C:18]1[CH:24]=[CH:23][CH:22]=[CH:21][C:19]=1[NH2:20].[Br:25]CCO. (3) Given the product [Cl:13][C:14]1[CH:15]=[C:16]([C@@H:21]2[C@:23]3([C:31]4[C:26](=[CH:27][CH:28]=[CH:29][CH:30]=4)[N:25]([CH2:10][C:6]4[CH:5]=[C:4]([CH:9]=[CH:8][CH:7]=4)[C:3]([OH:2])=[O:12])[C:24]3=[O:32])[CH2:22]2)[CH:17]=[CH:18][C:19]=1[F:20], predict the reactants needed to synthesize it. The reactants are: C[O:2][C:3](=[O:12])[C:4]1[CH:9]=[CH:8][CH:7]=[C:6]([CH2:10]Br)[CH:5]=1.[Cl:13][C:14]1[CH:15]=[C:16]([C@@H:21]2[C@:23]3([C:31]4[C:26](=[CH:27][CH:28]=[CH:29][CH:30]=4)[NH:25][C:24]3=[O:32])[CH2:22]2)[CH:17]=[CH:18][C:19]=1[F:20]. (4) Given the product [Na+:19].[C:6]1([C:9]2[CH:14]=[CH:13][CH:12]=[CH:11][CH:10]=2)[CH:7]=[CH:8][C:3]([CH2:2][S:15]([O-:18])(=[O:17])=[O:16])=[CH:4][CH:5]=1, predict the reactants needed to synthesize it. The reactants are: Br[CH2:2][C:3]1[CH:8]=[CH:7][C:6]([C:9]2[CH:14]=[CH:13][CH:12]=[CH:11][CH:10]=2)=[CH:5][CH:4]=1.[S:15]([O-:18])([O-:17])=[O:16].[Na+:19].[Na+].O. (5) Given the product [OH:8][C:9]1[CH:31]=[CH:30][C:12]2[N:13]=[C:14]([C:16]3[CH:17]=[CH:18][C:19]([O:20][CH2:21][C@@H:22]([NH:24][C:25](=[O:27])[CH3:26])[CH3:23])=[CH:28][CH:29]=3)[S:15][C:11]=2[CH:10]=1, predict the reactants needed to synthesize it. The reactants are: C([O:8][C:9]1[CH:31]=[CH:30][C:12]2[N:13]=[C:14]([C:16]3[CH:29]=[CH:28][C:19]([O:20][CH2:21][C@@H:22]([NH:24][C:25](=[O:27])[CH3:26])[CH3:23])=[CH:18][CH:17]=3)[S:15][C:11]=2[CH:10]=1)C1C=CC=CC=1.FC(F)(F)C(O)=O.C1(SC)C=CC=CC=1. (6) Given the product [Cl:8][C:6]1[N:5]=[CH:4][N:3]=[C:2]([NH:18][C:19]2[CH:24]=[CH:23][C:22]([CH:25]3[CH2:30][CH2:29][N:28]([C:31]([O:33][CH2:34][CH2:35][Si:36]([CH3:39])([CH3:38])[CH3:37])=[O:32])[CH2:27][CH2:26]3)=[C:21]([CH3:40])[CH:20]=2)[N:7]=1, predict the reactants needed to synthesize it. The reactants are: Cl[C:2]1[N:7]=[C:6]([Cl:8])[N:5]=[CH:4][N:3]=1.C(N(CC)C(C)C)(C)C.[NH2:18][C:19]1[CH:24]=[CH:23][C:22]([CH:25]2[CH2:30][CH2:29][N:28]([C:31]([O:33][CH2:34][CH2:35][Si:36]([CH3:39])([CH3:38])[CH3:37])=[O:32])[CH2:27][CH2:26]2)=[C:21]([CH3:40])[CH:20]=1. (7) Given the product [C:1]([N:5]1[C:9]([C:10]2[CH:15]=[CH:14][C:13]([F:16])=[CH:12][CH:11]=2)=[C:8]([C:17]2[S:18][CH:19]=[C:20]([CH2:22][C:23]([N:30]([CH2:29][CH2:28][O:27][CH3:26])[CH3:31])=[O:24])[N:21]=2)[CH:7]=[N:6]1)([CH3:2])([CH3:3])[CH3:4], predict the reactants needed to synthesize it. The reactants are: [C:1]([N:5]1[C:9]([C:10]2[CH:15]=[CH:14][C:13]([F:16])=[CH:12][CH:11]=2)=[C:8]([C:17]2[S:18][CH:19]=[C:20]([CH2:22][C:23](O)=[O:24])[N:21]=2)[CH:7]=[N:6]1)([CH3:4])([CH3:3])[CH3:2].[CH3:26][O:27][CH2:28][CH2:29][NH:30][CH3:31]. (8) Given the product [NH2:12][C:2]1[CH:3]=[N:4][CH:5]=[C:6]([O:8][CH3:9])[CH:7]=1, predict the reactants needed to synthesize it. The reactants are: Br[C:2]1[CH:3]=[N:4][CH:5]=[C:6]([O:8][CH3:9])[CH:7]=1.[OH-].[Na+].[NH3:12]. (9) The reactants are: [OH:1][C@@H:2]1[C@@H:7]([C:8]2[CH:13]=[CH:12][C:11]([O:14][CH3:15])=[CH:10][CH:9]=2)[CH2:6][CH2:5][N:4]([C:16]([O:18][C:19]([CH3:22])([CH3:21])[CH3:20])=[O:17])[CH2:3]1.CC(OI1(OC(C)=O)(OC(C)=O)OC(=O)C2C=CC=CC1=2)=O. Given the product [CH3:15][O:14][C:11]1[CH:10]=[CH:9][C:8]([CH:7]2[CH2:6][CH2:5][N:4]([C:16]([O:18][C:19]([CH3:21])([CH3:20])[CH3:22])=[O:17])[CH2:3][C:2]2=[O:1])=[CH:13][CH:12]=1, predict the reactants needed to synthesize it.